From a dataset of NCI-60 drug combinations with 297,098 pairs across 59 cell lines. Regression. Given two drug SMILES strings and cell line genomic features, predict the synergy score measuring deviation from expected non-interaction effect. (1) Cell line: SF-539. Drug 2: COC1=NC(=NC2=C1N=CN2C3C(C(C(O3)CO)O)O)N. Synergy scores: CSS=4.24, Synergy_ZIP=-3.01, Synergy_Bliss=0.563, Synergy_Loewe=-0.830, Synergy_HSA=0.633. Drug 1: CN(C)N=NC1=C(NC=N1)C(=O)N. (2) Drug 1: C1=CC(=CC=C1CC(C(=O)O)N)N(CCCl)CCCl.Cl. Drug 2: CCC1=C2CN3C(=CC4=C(C3=O)COC(=O)C4(CC)O)C2=NC5=C1C=C(C=C5)O. Cell line: HS 578T. Synergy scores: CSS=12.9, Synergy_ZIP=-5.94, Synergy_Bliss=-3.54, Synergy_Loewe=-3.28, Synergy_HSA=-2.75. (3) Drug 1: CN(CC1=CN=C2C(=N1)C(=NC(=N2)N)N)C3=CC=C(C=C3)C(=O)NC(CCC(=O)O)C(=O)O. Synergy scores: CSS=56.5, Synergy_ZIP=0.237, Synergy_Bliss=-0.736, Synergy_Loewe=2.96, Synergy_HSA=5.06. Cell line: DU-145. Drug 2: CC1=C(C(=O)C2=C(C1=O)N3CC4C(C3(C2COC(=O)N)OC)N4)N. (4) Drug 1: C1=CC=C(C=C1)NC(=O)CCCCCCC(=O)NO. Drug 2: CC1=C(C(=CC=C1)Cl)NC(=O)C2=CN=C(S2)NC3=CC(=NC(=N3)C)N4CCN(CC4)CCO. Cell line: RXF 393. Synergy scores: CSS=10.1, Synergy_ZIP=-3.81, Synergy_Bliss=-2.38, Synergy_Loewe=-0.853, Synergy_HSA=-3.38. (5) Drug 1: C1C(C(OC1N2C=C(C(=O)NC2=O)F)CO)O. Drug 2: CNC(=O)C1=NC=CC(=C1)OC2=CC=C(C=C2)NC(=O)NC3=CC(=C(C=C3)Cl)C(F)(F)F. Cell line: OVCAR-5. Synergy scores: CSS=12.3, Synergy_ZIP=-3.49, Synergy_Bliss=-0.443, Synergy_Loewe=-18.5, Synergy_HSA=-2.28.